Dataset: Reaction yield outcomes from USPTO patents with 853,638 reactions. Task: Predict the reaction yield, written as a fraction of the theoretical maximum amount of product (1.0 means a 100% yield; for example, 0.34 means a 34% yield). (1) The reactants are I[C:2]1[C:7]([N+:8]([O-:10])=[O:9])=[CH:6][C:5]([O:11][CH3:12])=[C:4]([O:13][CH3:14])[CH:3]=1.C1([Mg]Cl)C=CC=CC=1.[CH3:23][C:24]([CH3:28])([CH3:27])[CH:25]=[O:26]. The catalyst is C1COCC1. The product is [CH3:12][O:11][C:5]1[C:4]([O:13][CH3:14])=[CH:3][C:2]([CH:25]([OH:26])[C:24]([CH3:28])([CH3:27])[CH3:23])=[C:7]([N+:8]([O-:10])=[O:9])[CH:6]=1. The yield is 0.200. (2) The reactants are C([O:3][C:4](=O)[C:5]1[C:6](=[C:10]([F:14])[CH:11]=[CH:12][CH:13]=1)[C:7](O)=[O:8])C.C1COCC1.[OH-].[Na+]. The catalyst is C1(C)C=CC=CC=1.[Cl-].[Na+].O. The product is [F:14][C:10]1[CH:11]=[CH:12][CH:13]=[C:5]([CH2:4][OH:3])[C:6]=1[CH2:7][OH:8]. The yield is 0.820. (3) The yield is 0.910. The product is [CH3:16][C:7]1[CH:2]=[CH:3][C:4]([O:10][C@H:11]([CH2:13][CH:14]=[CH2:15])[CH3:12])=[C:5]([CH:6]=1)[CH:8]=[O:9]. The reactants are C[C:2]1[CH:7]=[CH:6][C:5]([CH2:8][OH:9])=[C:4]([O:10][C@H:11]([CH2:13][CH:14]=[CH2:15])[CH3:12])[CH:3]=1.[CH3:16]C(OI1(OC(C)=O)(OC(C)=O)OC(=O)C2C=CC=CC1=2)=O. The catalyst is C(Cl)Cl.CCOC(C)=O. (4) The reactants are Br[C:2]1[C:10]2[C:5](=[CH:6][CH:7]=[CH:8][C:9]=2[N+:11]([O-:13])=[O:12])[NH:4][N:3]=1.Cl.Cl[CH2:16][C:17]1[CH:22]=[CH:21][CH:20]=[C:19]([CH:23]2[CH2:25][CH2:24]2)[N:18]=1.Cl.[Cl:27]CC1C=CC=C(C(C)C)N=1. No catalyst specified. The product is [Cl:27][C:2]1[C:10]2[C:5](=[CH:6][CH:7]=[CH:8][C:9]=2[N+:11]([O-:13])=[O:12])[N:4]([CH2:16][C:17]2[CH:22]=[CH:21][CH:20]=[C:19]([CH:23]3[CH2:24][CH2:25]3)[N:18]=2)[N:3]=1. The yield is 0.720. (5) The reactants are Br[C:2]1[CH:3]=[N:4][CH:5]=[C:6]([O:8][C:9]2[CH:14]=[CH:13][C:12]([C:15]([O:24][CH2:25][O:26][CH3:27])([C:20]([F:23])([F:22])[F:21])[C:16]([F:19])([F:18])[F:17])=[CH:11][C:10]=2[CH2:28][CH2:29][CH3:30])[CH:7]=1.O.[CH3:32][N:33](C)C=O. The catalyst is [C-]#N.[Zn+2].[C-]#N. The product is [F:19][C:16]([F:17])([F:18])[C:15]([C:12]1[CH:13]=[CH:14][C:9]([O:8][C:6]2[CH:5]=[N:4][CH:3]=[C:2]([CH:7]=2)[C:32]#[N:33])=[C:10]([CH2:28][CH2:29][CH3:30])[CH:11]=1)([O:24][CH2:25][O:26][CH3:27])[C:20]([F:21])([F:22])[F:23]. The yield is 0.840.